From a dataset of Catalyst prediction with 721,799 reactions and 888 catalyst types from USPTO. Predict which catalyst facilitates the given reaction. (1) Reactant: [C:1]([NH:4][C:5]1[S:6][C:7](/[CH:26]=[CH:27]/[C:28]([O:30][CH2:31][CH3:32])=[O:29])=[C:8]([CH2:10][CH2:11][C:12]2[CH:17]=[CH:16][C:15]([NH:18][C:19]([O:21][C:22]([CH3:25])([CH3:24])[CH3:23])=[O:20])=[CH:14][CH:13]=2)[N:9]=1)(=[O:3])[CH3:2].C(NC1S(/C=C\C(OCC)=O)C=C(CCC2C=CC(NC(OC(C)(C)C)=O)=CC=2)N=1)(=O)C.[H][H]. Product: [C:1]([NH:4][C:5]1[S:6][C:7]([CH2:26][CH2:27][C:28]([O:30][CH2:31][CH3:32])=[O:29])=[C:8]([CH2:10][CH2:11][C:12]2[CH:17]=[CH:16][C:15]([NH:18][C:19]([O:21][C:22]([CH3:23])([CH3:25])[CH3:24])=[O:20])=[CH:14][CH:13]=2)[N:9]=1)(=[O:3])[CH3:2]. The catalyst class is: 354. (2) Reactant: S(Cl)(Cl)=O.CC(CCCC)C(O)=O.CC(CCCC)C(Cl)=O.[CH3:23][CH:24]([CH2:30][CH2:31][CH2:32][CH3:33])[C:25]([N:27]=[C:28]=[S:29])=[O:26].[CH3:34][O:35][C:36]1[CH:37]=[C:38]2[C:43](=[CH:44][C:45]=1[O:46][CH3:47])[N:42]=[CH:41][CH:40]=[C:39]2[O:48][C:49]1[CH:55]=[CH:54][C:52]([NH2:53])=[CH:51][CH:50]=1. Product: [CH3:34][O:35][C:36]1[CH:37]=[C:38]2[C:43](=[CH:44][C:45]=1[O:46][CH3:47])[N:42]=[CH:41][CH:40]=[C:39]2[O:48][C:49]1[CH:50]=[CH:51][C:52]([NH:53][C:28]([NH:27][C:25](=[O:26])[CH:24]([CH3:23])[CH2:30][CH2:31][CH2:32][CH3:33])=[S:29])=[CH:54][CH:55]=1. The catalyst class is: 548.